From a dataset of Full USPTO retrosynthesis dataset with 1.9M reactions from patents (1976-2016). Predict the reactants needed to synthesize the given product. Given the product [CH:24]1[C:32]2[C:31]3[CH:33]=[CH:34][CH:35]=[CH:36][C:30]=3[O:29][C:28]=2[C:27]([C:2]2[CH:3]=[C:4]3[C:12](=[CH:13][CH:14]=2)[NH:11][C:10]2[CH:9]=[C:8]4[C:15]([CH3:23])([CH3:22])[C:16]5[C:21]([C:7]4=[CH:6][C:5]3=2)=[CH:20][CH:19]=[CH:18][CH:17]=5)=[CH:26][CH:25]=1, predict the reactants needed to synthesize it. The reactants are: Br[C:2]1[CH:3]=[C:4]2[C:12](=[CH:13][CH:14]=1)[NH:11][C:10]1[CH:9]=[C:8]3[C:15]([CH3:23])([CH3:22])[C:16]4[C:21]([C:7]3=[CH:6][C:5]2=1)=[CH:20][CH:19]=[CH:18][CH:17]=4.[CH:24]1[C:32]2[C:31]3[CH:33]=[CH:34][CH:35]=[CH:36][C:30]=3[O:29][C:28]=2[C:27](B(O)O)=[CH:26][CH:25]=1.C([O-])(O)=O.[Na+].